From a dataset of Forward reaction prediction with 1.9M reactions from USPTO patents (1976-2016). Predict the product of the given reaction. (1) Given the reactants [CH3:1][C:2]1([CH3:11])[CH2:7][CH2:6][CH2:5][CH:4]([CH:8]([OH:10])[CH3:9])[CH2:3]1.C(O[C:15]([CH2:17][CH2:18][C:19](=[O:23])[CH2:20][CH2:21]C)=O)C.CC[O-:26].[Na+].O, predict the reaction product. The product is: [CH3:11][C:2]1([CH3:1])[CH2:7][CH2:6][CH2:5][CH:4]([CH:8]([O:10][C:21](=[O:26])[CH2:20][C:19](=[O:23])[CH2:18][CH2:17][CH3:15])[CH3:9])[CH2:3]1. (2) Given the reactants CO[C:3](=[O:12])[C:4]1[CH:9]=[C:8]([OH:10])[CH:7]=[C:6]([Cl:11])[CH:5]=1.O[CH2:14][C:15]1[CH:20]=[CH:19][CH:18]=[CH:17][N:16]=1.C1(P(C2C=CC=CC=2)C2C=CC=CC=2)C=CC=CC=1.CCOC(/N=N/C(OCC)=O)=O.Cl.[NH2:53][CH2:54][C:55]1[CH:65]=[CH:64][C:63]([C:66]#[N:67])=[CH:62][C:56]=1[O:57][CH2:58][C:59]([NH2:61])=[O:60], predict the reaction product. The product is: [C:59]([CH2:58][O:57][C:56]1[CH:62]=[C:63]([C:66]#[N:67])[CH:64]=[CH:65][C:55]=1[CH2:54][NH:53][C:3](=[O:12])[C:4]1[CH:9]=[C:8]([O:10][CH2:14][C:15]2[CH:20]=[CH:19][CH:18]=[CH:17][N:16]=2)[CH:7]=[C:6]([Cl:11])[CH:5]=1)(=[O:60])[NH2:61]. (3) Given the reactants [Br:1][C:2]1[CH:13]=[CH:12][C:5]2[O:6][CH:7]([CH3:11])[C:8](=O)[NH:9][C:4]=2[CH:3]=1.B.Cl.[OH-].[Na+], predict the reaction product. The product is: [Br:1][C:2]1[CH:13]=[CH:12][C:5]2[O:6][CH:7]([CH3:11])[CH2:8][NH:9][C:4]=2[CH:3]=1. (4) Given the reactants [N:1]1[CH:6]=[CH:5][CH:4]=[CH:3][C:2]=1[CH2:7][C:8]#[N:9].[H-].[Na+].Cl[CH2:13][CH2:14][N:15]([CH2:17][CH2:18]Cl)[CH3:16], predict the reaction product. The product is: [CH3:16][N:15]1[CH2:17][CH2:18][C:7]([C:2]2[CH:3]=[CH:4][CH:5]=[CH:6][N:1]=2)([C:8]#[N:9])[CH2:13][CH2:14]1. (5) Given the reactants [Br:1][C:2]1[CH:7]=[CH:6][C:5]([CH:8](O)[CH2:9][CH2:10][N:11]2[CH:15]=[CH:14][N:13]=[CH:12]2)=[CH:4][CH:3]=1.[Cl:17][C:18]1[CH:23]=[CH:22][CH:21]=[CH:20][CH:19]=1, predict the reaction product. The product is: [Br:1][C:2]1[CH:7]=[CH:6][C:5]([CH:8]([C:21]2[CH:22]=[CH:23][C:18]([Cl:17])=[CH:19][CH:20]=2)[CH2:9][CH2:10][N:11]2[CH:15]=[CH:14][N:13]=[CH:12]2)=[CH:4][CH:3]=1. (6) Given the reactants [C:1]([NH:5][C:6]1[C:7]([CH3:26])=[N:8][C:9]2[C:14]([N:15]=1)=[C:13]([C:16]1[NH:24][C:23]3[CH2:22][CH2:21][NH:20][C:19](=[O:25])[C:18]=3[CH:17]=1)[CH:12]=[CH:11][CH:10]=2)([CH3:4])([CH3:3])[CH3:2].[C:27]([O-])([O-])=O.[K+].[K+].CI.O, predict the reaction product. The product is: [C:1]([NH:5][C:6]1[C:7]([CH3:26])=[N:8][C:9]2[C:14]([N:15]=1)=[C:13]([C:16]1[N:24]([CH3:27])[C:23]3[CH2:22][CH2:21][NH:20][C:19](=[O:25])[C:18]=3[CH:17]=1)[CH:12]=[CH:11][CH:10]=2)([CH3:4])([CH3:3])[CH3:2]. (7) Given the reactants [C:1]([O:5][C:6]1[CH:11]=[CH:10][C:9]([C:12]#[CH:13])=[CH:8][CH:7]=1)([CH3:4])([CH3:3])[CH3:2].Br[C:15](Br)=[CH:16][C:17]1[CH:26]=[CH:25][C:20]([C:21]([O:23][CH3:24])=[O:22])=[CH:19][CH:18]=1, predict the reaction product. The product is: [CH3:24][O:23][C:21](=[O:22])[C:20]1[CH:25]=[CH:26][C:17]([C:16]#[C:15][C:13]#[C:12][C:9]2[CH:8]=[CH:7][C:6]([O:5][C:1]([CH3:4])([CH3:3])[CH3:2])=[CH:11][CH:10]=2)=[CH:18][CH:19]=1.